Dataset: Forward reaction prediction with 1.9M reactions from USPTO patents (1976-2016). Task: Predict the product of the given reaction. (1) Given the reactants [C:1]([O:5][C:6]([NH:8][C:9]([CH3:17])([CH3:16])[CH2:10]/[CH:11]=[CH:12]/[C:13]([OH:15])=O)=[O:7])([CH3:4])([CH3:3])[CH3:2].ON1C2N=CC=CC=2N=N1.[CH3:28][N:29]([C@@H:46]([C:54](=[O:57])[NH:55][CH3:56])[CH2:47][C:48]1[CH:53]=[CH:52][CH:51]=[CH:50][CH:49]=1)[C:30](=[O:45])[CH:31]([NH:43][CH3:44])[CH2:32][C:33]1[CH:42]=[CH:41][C:40]2[C:35](=[CH:36][CH:37]=[CH:38][CH:39]=2)[CH:34]=1.C(N(C(C)C)CC)(C)C, predict the reaction product. The product is: [C:1]([O:5][C:6](=[O:7])[NH:8][C:9]([CH3:17])([CH3:16])[CH2:10]/[CH:11]=[CH:12]/[C:13](=[O:15])[N:43]([CH3:44])[C@@H:31]([C:30](=[O:45])[N:29]([CH3:28])[C@@H:46]([C:54](=[O:57])[NH:55][CH3:56])[CH2:47][C:48]1[CH:53]=[CH:52][CH:51]=[CH:50][CH:49]=1)[CH2:32][C:33]1[CH:42]=[CH:41][C:40]2[C:35](=[CH:36][CH:37]=[CH:38][CH:39]=2)[CH:34]=1)([CH3:2])([CH3:3])[CH3:4]. (2) Given the reactants [CH:1]1([C:4]2[CH:5]=[C:6]([NH2:15])[N:7]([C:9]3[CH:14]=[CH:13][CH:12]=[CH:11][CH:10]=3)[N:8]=2)[CH2:3][CH2:2]1.[CH2:16]([O:18][C:19]1[CH:24]=[CH:23][C:22]([N:25]=[C:26]=[O:27])=[CH:21][CH:20]=1)[CH3:17], predict the reaction product. The product is: [CH:1]1([C:4]2[CH:5]=[C:6]([NH:15][C:26]([NH:25][C:22]3[CH:23]=[CH:24][C:19]([O:18][CH2:16][CH3:17])=[CH:20][CH:21]=3)=[O:27])[N:7]([C:9]3[CH:10]=[CH:11][CH:12]=[CH:13][CH:14]=3)[N:8]=2)[CH2:3][CH2:2]1. (3) Given the reactants [C:1]([C:5]1[C:13](I)=[CH:12][C:8]2[O:9][CH2:10][O:11][C:7]=2[CH:6]=1)([CH3:4])([CH3:3])[CH3:2].CC([O-])(C)C.[Na+].CC1C=CC2C=CC3C=CC(C)=NC=3C=2N=1.O.[CH3:38][O:39][C:40]1[CH:67]=[CH:66][C:43]([CH2:44][N:45]2[C:53]3[CH:52]=[CH:51][N:50]=[C:49]([NH2:54])[C:48]=3[N:47]=[C:46]2[S:55]C2C(C)=CC3OCOC=3C=2)=[CH:42][CH:41]=1, predict the reaction product. The product is: [C:1]([C:5]1[C:13]([S:55][C:46]2[N:45]([CH2:44][C:43]3[CH:66]=[CH:67][C:40]([O:39][CH3:38])=[CH:41][CH:42]=3)[C:53]3[CH:52]=[CH:51][N:50]=[C:49]([NH2:54])[C:48]=3[N:47]=2)=[CH:12][C:8]2[O:9][CH2:10][O:11][C:7]=2[CH:6]=1)([CH3:4])([CH3:3])[CH3:2]. (4) Given the reactants [F:1][C:2]1[CH:7]=[CH:6][C:5]([N:8]2[CH2:13][CH:12]3[C:10]([C:14]([OH:16])=O)([CH2:11]3)[C:9]2=[O:17])=[CH:4][CH:3]=1.CCN(C(C)C)C(C)C.CCN=C=NCCCN(C)C.C1C=CC2N(O)N=NC=2C=1.[F:48][C:49]1[CH:50]=[C:51]([CH:53]=[CH:54][C:55]=1[O:56][C:57]1[C:66]2[C:61](=[CH:62][C:63]([O:69][CH2:70][CH2:71][CH2:72][N:73]3[CH2:78][CH2:77][O:76][CH2:75][CH2:74]3)=[C:64]([O:67][CH3:68])[CH:65]=2)[N:60]=[CH:59][CH:58]=1)[NH2:52].C([O-])([O-])=O.[Na+].[Na+], predict the reaction product. The product is: [F:48][C:49]1[CH:50]=[C:51]([NH:52][C:14]([C:10]23[CH2:11][CH:12]2[CH2:13][N:8]([C:5]2[CH:4]=[CH:3][C:2]([F:1])=[CH:7][CH:6]=2)[C:9]3=[O:17])=[O:16])[CH:53]=[CH:54][C:55]=1[O:56][C:57]1[C:66]2[C:61](=[CH:62][C:63]([O:69][CH2:70][CH2:71][CH2:72][N:73]3[CH2:78][CH2:77][O:76][CH2:75][CH2:74]3)=[C:64]([O:67][CH3:68])[CH:65]=2)[N:60]=[CH:59][CH:58]=1. (5) Given the reactants [OH:1][C:2]1[CH:7]=[CH:6][C:5]([C:8](=[O:10])[CH3:9])=[CH:4][C:3]=1[CH3:11].IC.[C:14]([O-])([O-])=O.[K+].[K+], predict the reaction product. The product is: [CH3:11][C:3]1[CH:4]=[C:5]([C:8]([CH3:9])=[O:10])[CH:6]=[CH:7][C:2]=1[O:1][CH3:14]. (6) Given the reactants [N+:1]([C:4]1[S:8][C:7]([S:9]([N:12]2[CH2:17][CH2:16][N:15]([C:18]3[N:23]=[CH:22][C:21]([C:24]([OH:33])([C:29]([F:32])([F:31])[F:30])[C:25]([F:28])([F:27])[F:26])=[CH:20][N:19]=3)[C@@H:14]([CH2:34][N:35]([CH2:40][CH:41]([CH3:43])[CH3:42])[S:36]([CH3:39])(=[O:38])=[O:37])[CH2:13]2)(=[O:11])=[O:10])=[CH:6][CH:5]=1)([O-])=O.C([O-])(O)=O.[Na+], predict the reaction product. The product is: [NH2:1][C:4]1[S:8][C:7]([S:9]([N:12]2[CH2:17][CH2:16][N:15]([C:18]3[N:23]=[CH:22][C:21]([C:24]([OH:33])([C:25]([F:28])([F:26])[F:27])[C:29]([F:32])([F:31])[F:30])=[CH:20][N:19]=3)[C@@H:14]([CH2:34][N:35]([CH2:40][CH:41]([CH3:43])[CH3:42])[S:36]([CH3:39])(=[O:38])=[O:37])[CH2:13]2)(=[O:10])=[O:11])=[CH:6][CH:5]=1.